Dataset: Reaction yield outcomes from USPTO patents with 853,638 reactions. Task: Predict the reaction yield, written as a fraction of the theoretical maximum amount of product (1.0 means a 100% yield; for example, 0.34 means a 34% yield). (1) The reactants are [NH:1]1[CH2:6][CH2:5][O:4][CH2:3][CH2:2]1.[H-].[Na+].Cl[C:10]1[CH:15]=[CH:14][C:13]([N+:16]([O-:18])=[O:17])=[CH:12][N:11]=1. The catalyst is C1COCC1. The product is [N+:16]([C:13]1[CH:14]=[CH:15][C:10]([N:1]2[CH2:6][CH2:5][O:4][CH2:3][CH2:2]2)=[N:11][CH:12]=1)([O-:18])=[O:17]. The yield is 0.630. (2) The reactants are [NH2:1][C:2]1[CH:7]=[CH:6][C:5]([C:8]([OH:17])([C:13]([F:16])([F:15])[F:14])[C:9]([F:12])([F:11])[F:10])=[CH:4][CH:3]=1.[CH3:18][C:19](OC(C)=O)=O. The catalyst is C1COCC1.N1C=CC=CC=1. The product is [CH2:18]([NH:1][C:2]1[CH:3]=[CH:4][C:5]([C:8]([OH:17])([C:9]([F:10])([F:11])[F:12])[C:13]([F:14])([F:15])[F:16])=[CH:6][CH:7]=1)[CH3:19]. The yield is 0.960. (3) The catalyst is C(Cl)Cl.O. The product is [CH:9]1[C:10]2[C:15](=[CH:14][CH:13]=[CH:12][CH:11]=2)[CH:16]=[CH:17][C:8]=1[C:7]1[CH:6]=[C:5]([N:32]2[CH2:33][CH2:34][CH:29]([CH2:30][NH2:31])[CH2:20][CH2:21]2)[N:4]=[N:3][CH:2]=1. The reactants are Cl[C:2]1[N:3]=[N:4][C:5](Cl)=[CH:6][C:7]=1[C:8]1[CH:17]=[CH:16][C:15]2[C:10](=[CH:11][CH:12]=[CH:13][CH:14]=2)[CH:9]=1.C1C2C(=CC=CC=2)C=[CH:21][C:20]=1[C:29]1[C:30](=O)[NH:31][NH:32][C:33](=O)[CH:34]=1.P(Cl)(Cl)(Cl)=O.C([O-])(O)=O.[Na+]. The yield is 0.970. (4) The reactants are [CH3:1][CH:2]([OH:4])[CH3:3].[H-].[Na+].Cl[C:8]1[N:16]=[C:15]([Cl:17])[CH:14]=[CH:13][C:9]=1[C:10]([NH2:12])=[O:11]. The catalyst is CN(C=O)C. The product is [Cl:17][C:15]1[CH:14]=[CH:13][C:9]([C:10]([NH2:12])=[O:11])=[C:8]([O:4][CH:2]([CH3:3])[CH3:1])[N:16]=1. The yield is 0.640. (5) The reactants are C([O:4][CH2:5][CH2:6][O:7][C:8]1[CH:13]=[C:12]([F:14])[C:11]([C@@H:15]2[C:20]3[NH:21][C:22]4[C:27]([C:19]=3[CH2:18][C@@H:17]([CH3:28])[N:16]2[CH2:29][C:30]([F:33])([CH3:32])[CH3:31])=[CH:26][CH:25]=[CH:24][CH:23]=4)=[C:10]([F:34])[CH:9]=1)(=O)C.[OH-].[Na+]. The catalyst is C1COCC1.CO. The product is [F:34][C:10]1[CH:9]=[C:8]([CH:13]=[C:12]([F:14])[C:11]=1[C@@H:15]1[C:20]2[NH:21][C:22]3[C:27]([C:19]=2[CH2:18][C@@H:17]([CH3:28])[N:16]1[CH2:29][C:30]([F:33])([CH3:31])[CH3:32])=[CH:26][CH:25]=[CH:24][CH:23]=3)[O:7][CH2:6][CH2:5][OH:4]. The yield is 0.910. (6) The reactants are C([O:3][C:4]([C:6]1[N:7]=[C:8]2[C:13]([C:14]([F:17])([F:16])[F:15])=[CH:12][C:11]([Br:18])=[CH:10][N:9]2[C:19]=1[Cl:20])=[O:5])C. The catalyst is C(#N)C.Cl. The product is [Br:18][C:11]1[CH:12]=[C:13]([C:14]([F:16])([F:17])[F:15])[C:8]2[N:9]([C:19]([Cl:20])=[C:6]([C:4]([OH:5])=[O:3])[N:7]=2)[CH:10]=1. The yield is 0.730.